From a dataset of Catalyst prediction with 721,799 reactions and 888 catalyst types from USPTO. Predict which catalyst facilitates the given reaction. (1) Reactant: [C:1]([O:5][C:6](=[O:28])[CH2:7][N:8]1[C:16]2[C:11](=[C:12]([N+:17]([O-])=O)[CH:13]=[CH:14][CH:15]=2)[CH:10]([CH2:20][CH2:21][CH2:22][C:23]([O:25][CH2:26][CH3:27])=[O:24])[CH2:9]1)([CH3:4])([CH3:3])[CH3:2]. Product: [NH2:17][C:12]1[CH:13]=[CH:14][CH:15]=[C:16]2[C:11]=1[CH:10]([CH2:20][CH2:21][CH2:22][C:23]([O:25][CH2:26][CH3:27])=[O:24])[CH2:9][N:8]2[CH2:7][C:6]([O:5][C:1]([CH3:3])([CH3:4])[CH3:2])=[O:28]. The catalyst class is: 50. (2) Reactant: F[B-](F)(F)F.[CH3:6][O+:7]([CH3:9])C.[CH3:10][C:11]1([CH3:18])[CH2:16][NH:15]C(=O)[CH2:13][CH2:12]1.C(=O)([O-])O.[Na+]. Product: [CH3:10][C:11]1([CH3:18])[CH2:12][CH2:13][C:6]([O:7][CH3:9])=[N:15][CH2:16]1. The catalyst class is: 4. (3) Reactant: [Br:1][C:2]1[CH:3]=[C:4]2[C:8](=[C:9]([CH3:11])[CH:10]=1)[NH:7][CH:6]=[C:5]2[CH3:12].C([BH3-])#N.[Na+]. Product: [Br:1][C:2]1[CH:3]=[C:4]2[C:8](=[C:9]([CH3:11])[CH:10]=1)[NH:7][CH2:6][CH:5]2[CH3:12]. The catalyst class is: 15. (4) Reactant: Br[C:2]1[CH:7]=[CH:6][N:5]=[C:4]([C:8]([OH:11])([CH3:10])[CH3:9])[CH:3]=1.[OH-].[NH4+:13]. Product: [NH2:13][C:2]1[CH:7]=[CH:6][N:5]=[C:4]([C:8]([OH:11])([CH3:10])[CH3:9])[CH:3]=1. The catalyst class is: 536.